Task: Predict the reactants needed to synthesize the given product.. Dataset: Full USPTO retrosynthesis dataset with 1.9M reactions from patents (1976-2016) (1) Given the product [CH:1]1([C:7]2[S:21][C:10]3[N:11]=[C:12]([CH3:20])[N:13]=[C:14]([CH2:15][OH:16])[C:9]=3[CH:8]=2)[CH2:2][CH2:3][CH2:4][CH2:5][CH2:6]1, predict the reactants needed to synthesize it. The reactants are: [CH:1]1([C:7]2[S:21][C:10]3[N:11]=[C:12]([CH3:20])[N:13]=[C:14]([C:15](OCC)=[O:16])[C:9]=3[CH:8]=2)[CH2:6][CH2:5][CH2:4][CH2:3][CH2:2]1.[Cl-].[Ca+2].[Cl-].[BH4-].[Na+].Cl. (2) Given the product [N:1]1[CH:6]=[CH:5][C:4]([C:17]2[CH:18]=[CH:19][CH:20]=[C:21]3[C:26]=2[C:25](=[O:27])[N:24]([CH2:28][CH2:29][C:30]2[CH:39]=[CH:38][C:37]4[C:32](=[CH:33][CH:34]=[CH:35][CH:36]=4)[N:31]=2)[N:23]=[CH:22]3)=[CH:3][CH:2]=1, predict the reactants needed to synthesize it. The reactants are: [N:1]1[CH:6]=[CH:5][C:4](B(O)O)=[CH:3][CH:2]=1.C([O-])([O-])=O.[K+].[K+].Cl[C:17]1[CH:18]=[CH:19][CH:20]=[C:21]2[C:26]=1[C:25](=[O:27])[N:24]([CH2:28][CH2:29][C:30]1[CH:39]=[CH:38][C:37]3[C:32](=[CH:33][CH:34]=[CH:35][CH:36]=3)[N:31]=1)[N:23]=[CH:22]2.O.